Dataset: Forward reaction prediction with 1.9M reactions from USPTO patents (1976-2016). Task: Predict the product of the given reaction. (1) Given the reactants [F:1][C:2]1[C:10]([C:11]#[C:12][CH2:13][CH2:14]O)=[CH:9][CH:8]=[C:7]2[C:3]=1[CH:4]=[N:5][N:6]2[CH:16]1[CH2:21][CH2:20][CH2:19][CH2:18][O:17]1.O=P(Cl)(Cl)[Cl:24].O, predict the reaction product. The product is: [Cl:24][CH2:14][CH2:13][C:12]#[C:11][C:10]1[C:2]([F:1])=[C:3]2[C:7](=[CH:8][CH:9]=1)[N:6]([CH:16]1[CH2:21][CH2:20][CH2:19][CH2:18][O:17]1)[N:5]=[CH:4]2. (2) Given the reactants Br[C:2]1[CH:3]=[C:4]2[C:9](=[CH:10][CH:11]=1)[C:8](=[O:12])[NH:7][C:6](=[O:13])[C:5]2=[CH:14][NH:15][C:16]1[CH:21]=[CH:20][C:19]([N:22]2[CH2:27][CH2:26][N:25]([CH3:28])[CH2:24][CH2:23]2)=[CH:18][CH:17]=1.[C:29]([C:31]1[CH:36]=[CH:35][C:34](B(O)O)=[CH:33][CH:32]=1)#[N:30].C(=O)([O-])[O-].[Cs+].[Cs+], predict the reaction product. The product is: [CH3:28][N:25]1[CH2:24][CH2:23][N:22]([C:19]2[CH:20]=[CH:21][C:16]([NH:15][CH:14]=[C:5]3[C:4]4[C:9](=[CH:10][CH:11]=[C:2]([C:34]5[CH:35]=[CH:36][C:31]([C:29]#[N:30])=[CH:32][CH:33]=5)[CH:3]=4)[C:8](=[O:12])[NH:7][C:6]3=[O:13])=[CH:17][CH:18]=2)[CH2:27][CH2:26]1. (3) Given the reactants [Cl-].[Cl-].[Cl-].[Al+3].[CH3:5][O:6][C:7]([C:9]1([C:12]2[CH:17]=[CH:16][CH:15]=[CH:14][CH:13]=2)[CH2:11][CH2:10]1)=[O:8].[Cl:18][CH2:19][C:20](Cl)=[O:21].C(=S)=S, predict the reaction product. The product is: [CH3:5][O:6][C:7]([C:9]1([C:12]2[CH:17]=[CH:16][C:15]([C:20](=[O:21])[CH2:19][Cl:18])=[CH:14][CH:13]=2)[CH2:11][CH2:10]1)=[O:8]. (4) The product is: [OH:34][C@H:24]([CH2:25][O:26][C:27]1[CH:28]=[CH:29][C:30]([OH:33])=[CH:31][CH:32]=1)[CH2:23][NH:15][CH2:14][CH2:13][C:12]1[CH:35]=[CH:36][C:9]([NH:8][CH:4]2[S:3][C:2](=[O:1])[NH:6][C:5]2=[O:7])=[CH:10][CH:11]=1. Given the reactants [O:1]=[C:2]1[NH:6][C:5](=[O:7])[CH:4]([NH:8][C:9]2[CH:36]=[CH:35][C:12]([CH2:13][CH2:14][N:15]([CH2:23][C@H:24]([OH:34])[CH2:25][O:26][C:27]3[CH:32]=[CH:31][C:30]([OH:33])=[CH:29][CH:28]=3)C(=O)OC(C)(C)C)=[CH:11][CH:10]=2)[S:3]1.FC(F)(F)C(O)=O, predict the reaction product. (5) Given the reactants [C:1]([NH:5][S:6]([C:9]1[CH:14]=[CH:13][CH:12]=[C:11]([C:15]2[CH:20]=[CH:19][CH:18]=[C:17]([C:21]#[N:22])[N:16]=2)[CH:10]=1)(=[O:8])=[O:7])([CH3:4])([CH3:3])[CH3:2].Cl.[NH2:24][OH:25].C(=O)([O-])[O-].[Na+].[Na+], predict the reaction product. The product is: [C:1]([NH:5][S:6]([C:9]1[CH:10]=[C:11]([C:15]2[N:16]=[C:17]([C:21]([NH:24][OH:25])=[NH:22])[CH:18]=[CH:19][CH:20]=2)[CH:12]=[CH:13][CH:14]=1)(=[O:8])=[O:7])([CH3:4])([CH3:2])[CH3:3]. (6) The product is: [CH3:1][N:2]1[CH:6]=[CH:5][CH:4]=[C:3]1[CH2:7][NH:8][C:10]([NH:9][CH2:12][CH2:13][C:14]1[CH:19]=[CH:18][CH:17]=[CH:16][CH:15]=1)=[S:11]. Given the reactants [CH3:1][N:2]1[CH:6]=[CH:5][CH:4]=[C:3]1[CH2:7][NH2:8].[N:9]([CH2:12][CH2:13][C:14]1[CH:19]=[CH:18][CH:17]=[CH:16][CH:15]=1)=[C:10]=[S:11], predict the reaction product. (7) Given the reactants [CH2:1]([O:8][CH2:9][C@@H:10]([CH2:21][N:22]1[CH:27]=[CH:26][C:25](=[O:28])[N:24](C(=O)C2C=CC=CC=2)[C:23]1=[O:37])[C@H:11]([O:13][Si:14]([C:17]([CH3:20])([CH3:19])[CH3:18])([CH3:16])[CH3:15])[CH3:12])[C:2]1[CH:7]=[CH:6][CH:5]=[CH:4][CH:3]=1.O(C)[Na], predict the reaction product. The product is: [CH2:1]([O:8][CH2:9][C@@H:10]([CH2:21][N:22]1[CH:27]=[CH:26][C:25](=[O:28])[NH:24][C:23]1=[O:37])[C@H:11]([O:13][Si:14]([C:17]([CH3:19])([CH3:20])[CH3:18])([CH3:15])[CH3:16])[CH3:12])[C:2]1[CH:3]=[CH:4][CH:5]=[CH:6][CH:7]=1.